This data is from Full USPTO retrosynthesis dataset with 1.9M reactions from patents (1976-2016). The task is: Predict the reactants needed to synthesize the given product. (1) Given the product [C:1]([CH2:4][CH2:5][C:6]1[C:18]([CH2:19][CH2:20][CH2:21][CH2:22][CH2:23][CH2:24][O:25][C:26]2[CH:27]=[C:28]([C:33]3[CH:38]=[CH:37][CH:36]=[C:35]([F:39])[CH:34]=3)[CH:29]=[C:30]([C:45]3[CH:44]=[C:43]4[C:48](=[CH:47][CH:46]=3)[NH:40][CH:41]=[CH:42]4)[CH:31]=2)=[CH:17][CH:16]=[CH:15][C:7]=1[O:8][CH2:9][CH2:10][CH2:11][C:12]([OH:14])=[O:13])([OH:3])=[O:2], predict the reactants needed to synthesize it. The reactants are: [C:1]([CH2:4][CH2:5][C:6]1[C:18]([CH2:19][CH2:20][CH2:21][CH2:22][CH2:23][CH2:24][O:25][C:26]2[CH:27]=[C:28]([C:33]3[CH:38]=[CH:37][CH:36]=[C:35]([F:39])[CH:34]=3)[CH:29]=[C:30](I)[CH:31]=2)=[CH:17][CH:16]=[CH:15][C:7]=1[O:8][CH2:9][CH2:10][CH2:11][C:12]([OH:14])=[O:13])([OH:3])=[O:2].[NH:40]1[C:48]2[C:43](=[CH:44][C:45](B(O)O)=[CH:46][CH:47]=2)[CH:42]=[CH:41]1. (2) The reactants are: Cl[CH2:2][CH2:3][CH2:4][O:5][C:6]1[CH:15]=[C:14]2[C:9]([C:10]([O:16][C:17]3[CH:22]=[CH:21][C:20]([CH3:23])=[CH:19][C:18]=3[C:24]([C:26]3[CH:31]=[CH:30][CH:29]=[CH:28][CH:27]=3)=[O:25])=[CH:11][CH:12]=[N:13]2)=[CH:8][C:7]=1[O:32][CH3:33].[C:34](=[O:37])([O-])[O-].[K+].[K+].O.[CH3:41][N:42](C)C=O. Given the product [OH:37][CH2:34][CH2:41][NH:42][CH2:2][CH2:3][CH2:4][O:5][C:6]1[CH:15]=[C:14]2[C:9]([C:10]([O:16][C:17]3[CH:22]=[CH:21][C:20]([CH3:23])=[CH:19][C:18]=3[C:24]([C:26]3[CH:31]=[CH:30][CH:29]=[CH:28][CH:27]=3)=[O:25])=[CH:11][CH:12]=[N:13]2)=[CH:8][C:7]=1[O:32][CH3:33], predict the reactants needed to synthesize it. (3) Given the product [OH:12][CH:11]([C:13]1[CH:14]=[CH:15][C:16]([NH:19][C:20]([C:22]2[C:23]([C:28]3[CH:29]=[CH:30][C:31]([C:34]([F:37])([F:35])[F:36])=[CH:32][CH:33]=3)=[CH:24][CH:25]=[CH:26][CH:27]=2)=[O:21])=[CH:17][CH:18]=1)[CH2:10][CH2:9][C:4]1[CH:5]=[CH:6][CH:7]=[CH:8][N:3]=1, predict the reactants needed to synthesize it. The reactants are: [BH4-].[Na+].[N:3]1[CH:8]=[CH:7][CH:6]=[CH:5][C:4]=1[CH2:9][CH2:10][C:11]([C:13]1[CH:18]=[CH:17][C:16]([NH:19][C:20]([C:22]2[C:23]([C:28]3[CH:33]=[CH:32][C:31]([C:34]([F:37])([F:36])[F:35])=[CH:30][CH:29]=3)=[CH:24][CH:25]=[CH:26][CH:27]=2)=[O:21])=[CH:15][CH:14]=1)=[O:12]. (4) Given the product [CH3:1][O:2][C:3]1[CH:8]=[C:7]([CH2:9][N:10]2[CH2:11][CH2:12][O:13][CH2:14][CH2:15]2)[CH:6]=[CH:5][C:4]=1[O:16][CH2:24][CH2:25][CH2:26][CH2:27][CH2:28][O:29][C:30]1[C:39]2[C:34](=[CH:35][C:36]([Cl:40])=[CH:37][CH:38]=2)[N:33]=[CH:32][CH:31]=1, predict the reactants needed to synthesize it. The reactants are: [CH3:1][O:2][C:3]1[CH:8]=[C:7]([CH2:9][N:10]2[CH2:15][CH2:14][O:13][CH2:12][CH2:11]2)[CH:6]=[CH:5][C:4]=1[OH:16].C([O-])([O-])=O.[Cs+].[Cs+].Br[CH2:24][CH2:25][CH2:26][CH2:27][CH2:28][O:29][C:30]1[C:39]2[C:34](=[CH:35][C:36]([Cl:40])=[CH:37][CH:38]=2)[N:33]=[CH:32][CH:31]=1. (5) The reactants are: [Br:1][C:2]1[CH:3]=[C:4]([CH:9]=[C:10]([CH:12]=[CH2:13])[CH:11]=1)[C:5]([O:7][CH3:8])=[O:6].ClC1C=CC=C(C(OO)=[O:22])C=1.C(=O)(O)[O-].[Na+]. Given the product [Br:1][C:2]1[CH:3]=[C:4]([CH:9]=[C:10]([CH:12]2[CH2:13][O:22]2)[CH:11]=1)[C:5]([O:7][CH3:8])=[O:6], predict the reactants needed to synthesize it. (6) Given the product [NH2:8][C:9]1[S:13][C:12]([C:14]([CH3:16])=[CH2:15])=[N:11][C:10]=1[C:17]([NH:20][C:21]1[CH:22]=[N:23][CH:24]=[CH:25][C:26]=1[N:27]1[CH2:32][CH2:31][CH2:30][C@H:29]([NH2:33])[CH2:28]1)=[O:19], predict the reactants needed to synthesize it. The reactants are: C(OC([NH:8][C:9]1[S:13][C:12]([C:14]([CH3:16])=[CH2:15])=[N:11][C:10]=1[C:17]([OH:19])=O)=O)(C)(C)C.[NH2:20][C:21]1[CH:22]=[N:23][CH:24]=[CH:25][C:26]=1[N:27]1[CH2:32][CH2:31][CH2:30][C@H:29]([NH:33]C(=O)OC(C)(C)C)[CH2:28]1. (7) Given the product [NH2:19][CH2:12][C@:11]1([OH:13])[CH2:14][CH2:15][CH2:16][C@H:9]([NH:8][C:6]2[C:5]([F:17])=[CH:4][N:3]=[C:2]([Cl:1])[N:7]=2)[CH2:10]1, predict the reactants needed to synthesize it. The reactants are: [Cl:1][C:2]1[N:7]=[C:6]([NH:8][C@H:9]2[CH2:16][CH2:15][CH2:14][C@:11]3([O:13][CH2:12]3)[CH2:10]2)[C:5]([F:17])=[CH:4][N:3]=1.[OH-].[NH4+:19]. (8) Given the product [F:1][C:2]1[CH:7]=[CH:6][C:5]([N:8]2[C:11](=[O:12])[C@H:10]([S:13][CH2:14][C:15]([C:17]3[CH:22]=[CH:21][C:20]([F:23])=[CH:19][CH:18]=3)=[O:16])[C@H:9]2[C:24]2[CH:34]=[CH:33][C:27]([O:28][CH2:48][C:49]([NH:43][C@H:42]([C:41]([OH:40])=[O:45])[CH3:44])=[O:50])=[CH:26][CH:25]=2)=[CH:4][CH:3]=1, predict the reactants needed to synthesize it. The reactants are: [F:1][C:2]1[CH:7]=[CH:6][C:5]([N:8]2[C:11](=[O:12])[C@H:10]([S:13][CH2:14][C:15]([C:17]3[CH:22]=[CH:21][C:20]([F:23])=[CH:19][CH:18]=3)=[O:16])[C@H:9]2[C:24]2[CH:34]=[CH:33][C:27]([O:28]CC(O)=O)=[CH:26][CH:25]=2)=[CH:4][CH:3]=1.Cl.C([O:40][C:41](=[O:45])[C@H:42]([CH3:44])[NH2:43])(C)(C)C.CN1CC[O:50][CH2:49][CH2:48]1.CN(C(ON1N=NC2C=CC=CC1=2)=[N+](C)C)C.[B-](F)(F)(F)F.C(O)(C(F)(F)F)=O.